This data is from Catalyst prediction with 721,799 reactions and 888 catalyst types from USPTO. The task is: Predict which catalyst facilitates the given reaction. (1) Reactant: [F:1][C:2]1[CH:7]=[C:6]([O:8][C:9]2[CH:14]=[CH:13][N:12]=[C:11]([CH3:15])[CH:10]=2)[CH:5]=[CH:4][C:3]=1B(O)O.C([O-])(O)=O.[Na+].Br[C:25]1[CH:30]=[CH:29][N:28]([CH2:31][CH2:32][CH2:33][CH3:34])[C:27](=[O:35])[C:26]=1[C:36]#[N:37]. Product: [CH2:31]([N:28]1[CH:29]=[CH:30][C:25]([C:3]2[CH:4]=[CH:5][C:6]([O:8][C:9]3[CH:14]=[CH:13][N:12]=[C:11]([CH3:15])[CH:10]=3)=[CH:7][C:2]=2[F:1])=[C:26]([C:36]#[N:37])[C:27]1=[O:35])[CH2:32][CH2:33][CH3:34]. The catalyst class is: 77. (2) Reactant: [Br:1][C:2]1[CH:7]=[CH:6][C:5]([S:8]([N:11]2[CH2:18][CH2:17][C:14]3([O:16][CH2:15]3)[CH2:13][CH2:12]2)(=[O:10])=[O:9])=[CH:4][CH:3]=1.[CH:19]([NH2:22])([CH3:21])[CH3:20]. Product: [Br:1][C:2]1[CH:7]=[CH:6][C:5]([S:8]([N:11]2[CH2:18][CH2:17][C:14]([CH2:15][NH:22][CH:19]([CH3:21])[CH3:20])([OH:16])[CH2:13][CH2:12]2)(=[O:10])=[O:9])=[CH:4][CH:3]=1. The catalyst class is: 8.